Dataset: Forward reaction prediction with 1.9M reactions from USPTO patents (1976-2016). Task: Predict the product of the given reaction. (1) Given the reactants [C:1]([N:5]1[CH2:10][CH2:9][N:8]([CH2:11][C:12]2[CH:13]=[C:14](B(O)O)[CH:15]=[CH:16][CH:17]=2)[CH2:7][CH2:6]1)([CH3:4])([CH3:3])[CH3:2].C([O-])([O-])=O.[Na+].[Na+].Br[C:28]1[CH:29]=[C:30]([C:34]2[CH:39]=[C:38]([NH:40][CH2:41][CH:42]3[CH2:44][CH2:43]3)[N:37]=[C:36]([C:45]3[CH:50]=[CH:49][CH:48]=[CH:47][N:46]=3)[CH:35]=2)[CH:31]=[N:32][CH:33]=1, predict the reaction product. The product is: [C:1]([N:5]1[CH2:10][CH2:9][N:8]([CH2:11][C:12]2[CH:13]=[C:14]([C:28]3[CH:29]=[C:30]([C:34]4[CH:39]=[C:38]([NH:40][CH2:41][CH:42]5[CH2:43][CH2:44]5)[N:37]=[C:36]([C:45]5[CH:50]=[CH:49][CH:48]=[CH:47][N:46]=5)[CH:35]=4)[CH:31]=[N:32][CH:33]=3)[CH:15]=[CH:16][CH:17]=2)[CH2:7][CH2:6]1)([CH3:4])([CH3:3])[CH3:2]. (2) Given the reactants [Cl:1][C:2]1[CH:3]=[C:4]([CH:8]([C:19]2[CH:24]=[CH:23][CH:22]=[C:21]([Cl:25])[CH:20]=2)[C:9]2[S:13][C:12]([C:14]([O:16]CC)=[O:15])=[CH:11][CH:10]=2)[CH:5]=[CH:6][CH:7]=1.[OH-].[Na+], predict the reaction product. The product is: [Cl:1][C:2]1[CH:3]=[C:4]([CH:8]([C:19]2[CH:24]=[CH:23][CH:22]=[C:21]([Cl:25])[CH:20]=2)[C:9]2[S:13][C:12]([C:14]([OH:16])=[O:15])=[CH:11][CH:10]=2)[CH:5]=[CH:6][CH:7]=1.